From a dataset of Forward reaction prediction with 1.9M reactions from USPTO patents (1976-2016). Predict the product of the given reaction. (1) Given the reactants [CH3:1][C:2]1[C:3]([C:16]([C:18]2[CH:26]=[CH:25][C:21]([C:22](O)=[O:23])=[CH:20][CH:19]=2)=[O:17])=[CH:4][C:5]2[C:6]([CH3:15])([CH3:14])[CH2:7][CH2:8][C:9]([CH3:13])([CH3:12])[C:10]=2[CH:11]=1.Cl.[NH2:28][OH:29], predict the reaction product. The product is: [CH3:1][C:2]1[C:3]([C:16]([C:18]2[CH:26]=[CH:25][C:21]([C:22](=[N:28][OH:29])[OH:23])=[CH:20][CH:19]=2)=[O:17])=[CH:4][C:5]2[C:6]([CH3:15])([CH3:14])[CH2:7][CH2:8][C:9]([CH3:13])([CH3:12])[C:10]=2[CH:11]=1. (2) Given the reactants [F:1][C:2]1[CH:14]=[CH:13][C:5]([C:6](=[O:12])[NH:7][CH2:8][C:9]([OH:11])=O)=[CH:4][CH:3]=1.[F:15][C:16]1[CH:21]=[CH:20][C:19]([CH:22]([NH2:29])[C:23]2[CH:28]=[CH:27][CH:26]=[CH:25][CH:24]=2)=[CH:18][CH:17]=1, predict the reaction product. The product is: [F:1][C:2]1[CH:3]=[CH:4][C:5]([C:6]([NH:7][CH2:8][C:9](=[O:11])[NH:29][CH:22]([C:19]2[CH:18]=[CH:17][C:16]([F:15])=[CH:21][CH:20]=2)[C:23]2[CH:24]=[CH:25][CH:26]=[CH:27][CH:28]=2)=[O:12])=[CH:13][CH:14]=1. (3) Given the reactants Br[C:2]1[CH:7]=[CH:6][C:5]([C:8]2[O:12][N:11]=[C:10]([C:13]3[CH:14]=[C:15]([CH:27]=[CH:28][CH:29]=3)[CH2:16][N:17]([CH3:26])[CH2:18][C:19]([O:21][C:22]([CH3:25])([CH3:24])[CH3:23])=[O:20])[N:9]=2)=[CH:4][C:3]=1[CH2:30][O:31][CH3:32].[Cl:33][C:34]1[CH:39]=[CH:38][C:37]([F:40])=[CH:36][C:35]=1B(O)O, predict the reaction product. The product is: [Cl:33][C:34]1[CH:39]=[CH:38][C:37]([F:40])=[CH:36][C:35]=1[C:2]1[CH:7]=[CH:6][C:5]([C:8]2[O:12][N:11]=[C:10]([C:13]3[CH:14]=[C:15]([CH:27]=[CH:28][CH:29]=3)[CH2:16][N:17]([CH3:26])[CH2:18][C:19]([O:21][C:22]([CH3:25])([CH3:23])[CH3:24])=[O:20])[N:9]=2)=[CH:4][C:3]=1[CH2:30][O:31][CH3:32].[ClH:33].[Cl:33][C:34]1[CH:39]=[CH:38][C:37]([F:40])=[CH:36][C:35]=1[C:2]1[CH:7]=[CH:6][C:5]([C:8]2[O:12][N:11]=[C:10]([C:13]3[CH:14]=[C:15]([CH:27]=[CH:28][CH:29]=3)[CH2:16][N:17]([CH3:26])[CH2:18][C:19]([OH:21])=[O:20])[N:9]=2)=[CH:4][C:3]=1[CH2:30][O:31][CH3:32]. (4) Given the reactants [CH:1]1([C:5]2[O:9][N:8]=[C:7]([C:10]3[C:15]([Cl:16])=[CH:14][CH:13]=[CH:12][C:11]=3[Cl:17])[C:6]=2[CH2:18][O:19][C:20]2[CH:25]=[CH:24][C:23]([C:26]3[CH:27]=[C:28]4[C:33](=[CH:34][CH:35]=3)[C:32]([C:36]([O:38]C)=[O:37])=[CH:31][CH:30]=[CH:29]4)=[CH:22][CH:21]=2)[CH2:4][CH2:3][CH2:2]1.O1CCCC1.[OH-].[Na+], predict the reaction product. The product is: [CH:1]1([C:5]2[O:9][N:8]=[C:7]([C:10]3[C:15]([Cl:16])=[CH:14][CH:13]=[CH:12][C:11]=3[Cl:17])[C:6]=2[CH2:18][O:19][C:20]2[CH:21]=[CH:22][C:23]([C:26]3[CH:27]=[C:28]4[C:33](=[CH:34][CH:35]=3)[C:32]([C:36]([OH:38])=[O:37])=[CH:31][CH:30]=[CH:29]4)=[CH:24][CH:25]=2)[CH2:2][CH2:3][CH2:4]1. (5) The product is: [NH2:30][C:19]1[CH:20]=[C:21]([C:24]2[CH:25]=[CH:26][CH:27]=[CH:28][CH:29]=2)[CH:22]=[CH:23][C:18]=1[C:16]([NH:15][C@@H:7]([CH:1]1[CH2:2][CH2:3][CH2:4][CH2:5][CH2:6]1)[C:8]([O:10][C:11]([CH3:14])([CH3:13])[CH3:12])=[O:9])=[O:17]. Given the reactants [CH:1]1([C@H:7]([NH:15][C:16]([C:18]2[CH:23]=[CH:22][C:21]([C:24]3[CH:29]=[CH:28][CH:27]=[CH:26][CH:25]=3)=[CH:20][C:19]=2[N+:30]([O-])=O)=[O:17])[C:8]([O:10][C:11]([CH3:14])([CH3:13])[CH3:12])=[O:9])[CH2:6][CH2:5][CH2:4][CH2:3][CH2:2]1, predict the reaction product. (6) The product is: [Cl:26][C:11]1[N:10]=[C:9]([NH:8][C:5]2[CH:4]=[CH:3][C:2]([C:35]([F:44])([F:43])[F:34])=[CH:7][CH:6]=2)[CH:14]=[CH:13][N:12]=1. Given the reactants F[C:2]1[CH:7]=[CH:6][C:5]([NH:8][C:9]2[CH:14]=[CH:13][N:12]=[C:11](NC3C=CC(C(O)=O)=CC=3)[N:10]=2)=[CH:4][C:3]=1C.[Cl:26]C1N=CN=C(Cl)C=1.[F:34][C:35]([F:44])([F:43])C1C=CC(N)=CC=1.C(N(C(C)C)CC)(C)C, predict the reaction product. (7) Given the reactants [CH3:1][CH2:2][CH2:3][C@H:4]([NH:8][C@H:9]([C:11]([N:13]1[C@H:21]([C:22]([O-:24])=[O:23])[CH2:20][C@H:19]2[C@@H:14]1[CH2:15][CH2:16][CH2:17][CH2:18]2)=[O:12])[CH3:10])[C:5]([OH:7])=[O:6].[CH3:25][C:26]([NH3+])(C)C, predict the reaction product. The product is: [CH3:1][CH2:2][CH2:3][C@H:4]([NH:8][C@H:9]([C:11]([N:13]1[C@H:21]([C:22]([OH:24])=[O:23])[CH2:20][C@H:19]2[C@@H:14]1[CH2:15][CH2:16][CH2:17][CH2:18]2)=[O:12])[CH3:10])[C:5]([O:7][CH2:25][CH3:26])=[O:6]. (8) Given the reactants Br[C:2]1[N:7]2[CH:8]=[C:9]([CH2:11][O:12][C:13]3[CH:22]=[CH:21][C:20]4[C:15](=[CH:16][CH:17]=[CH:18][CH:19]=4)[N:14]=3)[N:10]=[C:6]2[C:5]([N:23]2[CH2:28][CH2:27][O:26][CH2:25][CH2:24]2)=[N:4][CH:3]=1.CC1(C)C(C)(C)OB([C:37]2[CH:38]=[CH:39][C:40]([C:43]([O:45][CH3:46])=[O:44])=[N:41][CH:42]=2)O1, predict the reaction product. The product is: [N:23]1([C:5]2[C:6]3[N:7]([CH:8]=[C:9]([CH2:11][O:12][C:13]4[CH:22]=[CH:21][C:20]5[C:15](=[CH:16][CH:17]=[CH:18][CH:19]=5)[N:14]=4)[N:10]=3)[C:2]([C:37]3[CH:38]=[CH:39][C:40]([C:43]([O:45][CH3:46])=[O:44])=[N:41][CH:42]=3)=[CH:3][N:4]=2)[CH2:28][CH2:27][O:26][CH2:25][CH2:24]1. (9) Given the reactants [CH3:1][S:2]([OH:5])(=[O:4])=[O:3].[N:6]1[C:7]([CH2:15][O:16][C:17]2[CH:22]=[CH:21][C:20]([C:23]3[C:24](=[O:38])[C:25]([CH3:37])([CH3:36])[O:26][C:27]=3[C:28]3[CH:33]=[CH:32][C:31]([O:34][CH3:35])=[CH:30][CH:29]=3)=[CH:19][CH:18]=2)=[CH:8][N:9]2[CH:14]=[CH:13][CH:12]=[CH:11][C:10]=12, predict the reaction product. The product is: [CH3:1][S:2]([OH:5])(=[O:4])=[O:3].[N:6]1[C:7]([CH2:15][O:16][C:17]2[CH:18]=[CH:19][C:20]([C:23]3[C:24](=[O:38])[C:25]([CH3:36])([CH3:37])[O:26][C:27]=3[C:28]3[CH:29]=[CH:30][C:31]([O:34][CH3:35])=[CH:32][CH:33]=3)=[CH:21][CH:22]=2)=[CH:8][N:9]2[CH:14]=[CH:13][CH:12]=[CH:11][C:10]=12. (10) Given the reactants C(=O)([O-])[O-].[Na+].[Na+].O.Br[C:9]1[CH:17]=[C:16]2[C:12]([CH:13]=[N:14][NH:15]2)=[C:11]([NH:18][C:19]([C:21]2[N:22]=[C:23]([CH3:26])[S:24][CH:25]=2)=[O:20])[CH:10]=1.CC1(C)C(C)(C)OB([C:35]2[CH:43]=[CH:42][CH:41]=[C:40]3[C:36]=2[CH:37]=[CH:38][NH:39]3)O1, predict the reaction product. The product is: [NH:39]1[C:40]2[C:36](=[C:35]([C:9]3[CH:17]=[C:16]4[C:12]([CH:13]=[N:14][NH:15]4)=[C:11]([NH:18][C:19]([C:21]4[N:22]=[C:23]([CH3:26])[S:24][CH:25]=4)=[O:20])[CH:10]=3)[CH:43]=[CH:42][CH:41]=2)[CH:37]=[CH:38]1.